The task is: Predict the product of the given reaction.. This data is from Forward reaction prediction with 1.9M reactions from USPTO patents (1976-2016). (1) Given the reactants [Br:1][C:2]1[CH:3]=[CH:4][C:5]([CH3:8])=[N:6][CH:7]=1.[Br:9]N1C(=O)CCC1=O.C(OOC(=O)C1C=CC=CC=1)(=O)C1C=CC=CC=1, predict the reaction product. The product is: [Br:1][C:2]1[CH:3]=[CH:4][C:5]([CH2:8][Br:9])=[N:6][CH:7]=1. (2) Given the reactants [NH:1]1[CH2:4][CH:3]([O:5][C:6]2[CH:11]=[CH:10][C:9]([NH:12][C:13]3[N:18]=[C:17]([C:19]4[N:23]5[CH:24]=[CH:25][CH:26]=[CH:27][C:22]5=[N:21][CH:20]=4)[C:16]([Cl:28])=[CH:15][N:14]=3)=[C:8]([O:29][CH3:30])[CH:7]=2)[CH2:2]1.[CH3:31][C:32]1([CH3:35])[CH2:34][O:33]1, predict the reaction product. The product is: [Cl:28][C:16]1[C:17]([C:19]2[N:23]3[CH:24]=[CH:25][CH:26]=[CH:27][C:22]3=[N:21][CH:20]=2)=[N:18][C:13]([NH:12][C:9]2[CH:10]=[CH:11][C:6]([O:5][CH:3]3[CH2:2][N:1]([CH2:31][C:32]([CH3:35])([OH:33])[CH3:34])[CH2:4]3)=[CH:7][C:8]=2[O:29][CH3:30])=[N:14][CH:15]=1. (3) Given the reactants [C:1]([CH2:4][C:5](=[O:7])[CH3:6])(=[O:3])[CH3:2].B([O:19][CH2:20][CH2:21][CH2:22]C)([O:19][CH2:20][CH2:21][CH2:22]C)[O:19][CH2:20][CH2:21][CH2:22]C.[OH:24][C:25]1[CH:32]=[CH:31][C:28]([CH:29]=O)=[CH:27][C:26]=1[O:33][CH3:34].[CH2:35](N)[CH2:36][CH2:37][CH3:38].CN([CH:43]=[O:44])C, predict the reaction product. The product is: [CH3:34][O:33][C:26]1[C:25]([OH:24])=[CH:32][CH:31]=[C:28](/[CH:29]=[CH:2]/[C:1]([CH2:4][C:5](/[CH:6]=[CH:38]/[C:37]2[CH:22]=[C:21]([O:44][CH3:43])[C:20]([OH:19])=[CH:35][CH:36]=2)=[O:7])=[O:3])[CH:27]=1. (4) Given the reactants [CH3:1][O:2][C:3](=[O:39])[CH:4]([C:9]1[CH:14]=[CH:13][C:12]([NH:15][C:16]([C:18]2[N:19](COCC[Si](C)(C)C)[CH:20]=[C:21]([C:23]#[N:24])[N:22]=2)=[O:17])=[C:11]([C:33]2[CH2:38][CH2:37][CH2:36][CH2:35][CH:34]=2)[CH:10]=1)[C:5]([O:7][CH3:8])=[O:6].C(O)(C(F)(F)F)=O, predict the reaction product. The product is: [CH3:8][O:7][C:5](=[O:6])[CH:4]([C:9]1[CH:14]=[CH:13][C:12]([NH:15][C:16]([C:18]2[NH:19][CH:20]=[C:21]([C:23]#[N:24])[N:22]=2)=[O:17])=[C:11]([C:33]2[CH2:38][CH2:37][CH2:36][CH2:35][CH:34]=2)[CH:10]=1)[C:3]([O:2][CH3:1])=[O:39]. (5) Given the reactants [CH2:1]1[CH:6]2[CH2:7][C:8]3([NH2:11])[CH2:10][CH:4]([CH2:5]2)[CH2:3][CH:2]1[CH2:9]3.[Cl:12][C:13]1[CH:18]=[CH:17][C:16]([C:19]2[O:23][N:22]=[C:21]([CH:24]=O)[CH:20]=2)=[CH:15][CH:14]=1, predict the reaction product. The product is: [Cl:12][C:13]1[CH:14]=[CH:15][C:16]([C:19]2[O:23][N:22]=[C:21]([CH2:24][NH:11][C:8]34[CH2:10][CH:4]5[CH2:5][CH:6]([CH2:1][CH:2]([CH2:3]5)[CH2:9]3)[CH2:7]4)[CH:20]=2)=[CH:17][CH:18]=1. (6) Given the reactants Br[C:2]1[CH:7]=[CH:6][N:5]=[CH:4][CH:3]=1.Cl.C(N(CC)CC)C.[C:16]([Si:18]([CH3:21])([CH3:20])[CH3:19])#[CH:17], predict the reaction product. The product is: [CH3:19][Si:18]([C:16]#[C:17][C:2]1[CH:7]=[CH:6][N:5]=[CH:4][CH:3]=1)([CH3:21])[CH3:20]. (7) Given the reactants [NH:1]1[C:9]2[C:4](=[CH:5][C:6](B(O)O)=[CH:7][CH:8]=2)[CH:3]=[CH:2]1.I[C:14]1[N:19]=[C:18]([NH2:20])[N:17]=[C:16]([NH:21][CH3:22])[CH:15]=1, predict the reaction product. The product is: [NH:1]1[C:9]2[C:4](=[CH:5][C:6]([C:14]3[N:19]=[C:18]([NH2:20])[N:17]=[C:16]([NH:21][CH3:22])[CH:15]=3)=[CH:7][CH:8]=2)[CH:3]=[CH:2]1. (8) The product is: [Cl:21][C:16]1[CH:17]=[CH:18][CH:19]=[CH:20][C:15]=1[NH:14][C:5]1[C:6]([F:13])=[C:7]([F:12])[CH:8]=[C:9]2[C:4]=1[C:3](=[O:22])[N:26]([CH2:25][CH2:24][OH:23])[N:27]=[CH:10]2. Given the reactants CO[C:3](=[O:22])[C:4]1[C:9]([CH:10]=O)=[CH:8][C:7]([F:12])=[C:6]([F:13])[C:5]=1[NH:14][C:15]1[CH:20]=[CH:19][CH:18]=[CH:17][C:16]=1[Cl:21].[OH:23][CH2:24][CH2:25][NH:26][NH2:27], predict the reaction product. (9) Given the reactants C1(P(C2CCCCC2)C2C=CC=CC=2C2C(OC)=CC=CC=2OC)CCCCC1.C(=O)([O-])[O-].[K+].[K+].[F:36][C:37]1[CH:70]=[N:69][C:40]2[N:41]([C:62]3[CH:67]=[CH:66][CH:65]=[C:64](I)[CH:63]=3)[C:42](=[O:61])[N:43]([C@@H:46]3[CH2:51][CH2:50][C@H:49]([NH:52][C:53](=[O:60])[C@H:54]4[CH2:58][CH2:57][CH2:56][N:55]4[CH3:59])[CH2:48][CH2:47]3)[C:44](=[O:45])[C:39]=2[CH:38]=1.[CH3:71][N:72]([CH2:74][C:75]1[CH:80]=[CH:79][CH:78]=[CH:77][C:76]=1B(O)O)[CH3:73], predict the reaction product. The product is: [CH3:71][N:72]([CH2:74][C:75]1[CH:80]=[CH:79][CH:78]=[CH:77][C:76]=1[C:64]1[CH:65]=[CH:66][CH:67]=[C:62]([N:41]2[C:40]3[N:69]=[CH:70][C:37]([F:36])=[CH:38][C:39]=3[C:44](=[O:45])[N:43]([C@@H:46]3[CH2:47][CH2:48][C@H:49]([NH:52][C:53](=[O:60])[C@H:54]4[CH2:58][CH2:57][CH2:56][N:55]4[CH3:59])[CH2:50][CH2:51]3)[C:42]2=[O:61])[CH:63]=1)[CH3:73].